Dataset: Full USPTO retrosynthesis dataset with 1.9M reactions from patents (1976-2016). Task: Predict the reactants needed to synthesize the given product. (1) Given the product [C:1]([C:5]1[C:6]([OH:16])=[C:7]([S:12]([NH:15][C:25]2[CH:24]=[CH:23][C:20]([C:21]#[N:22])=[CH:19][C:18]=2[Cl:17])(=[O:14])=[O:13])[CH:8]=[C:9]([CH3:11])[CH:10]=1)([CH3:4])([CH3:2])[CH3:3], predict the reactants needed to synthesize it. The reactants are: [C:1]([C:5]1[C:6]([OH:16])=[C:7]([S:12]([NH2:15])(=[O:14])=[O:13])[CH:8]=[C:9]([CH3:11])[CH:10]=1)([CH3:4])([CH3:3])[CH3:2].[Cl:17][C:18]1[CH:19]=[C:20]([CH:23]=[CH:24][C:25]=1F)[C:21]#[N:22]. (2) Given the product [C:23]([NH:26][CH:27]([CH2:40][C:41]1[CH:46]=[CH:45][C:44]([Br:47])=[CH:43][CH:42]=1)[C:28]([NH:30][CH2:31][C:32](=[O:39])[CH2:33][C:34]([CH3:37])([CH3:38])[CH2:35][CH3:36])=[O:29])(=[O:25])[CH3:24], predict the reactants needed to synthesize it. The reactants are: CC(OI1(OC(C)=O)(OC(C)=O)OC(=O)C2C=CC=CC1=2)=O.[C:23]([NH:26][CH:27]([CH2:40][C:41]1[CH:46]=[CH:45][C:44]([Br:47])=[CH:43][CH:42]=1)[C:28]([NH:30][CH2:31][CH:32]([OH:39])[CH2:33][C:34]([CH3:38])([CH3:37])[CH2:35][CH3:36])=[O:29])(=[O:25])[CH3:24]. (3) Given the product [NH2:2][CH2:1][C:3]1[CH:8]=[CH:7][N:6]=[C:5]([CH2:9][N:10]([CH3:12])[CH3:11])[CH:4]=1, predict the reactants needed to synthesize it. The reactants are: [C:1]([C:3]1[CH:8]=[CH:7][N:6]=[C:5]([CH2:9][N:10]([CH3:12])[CH3:11])[CH:4]=1)#[N:2].Cl.[H][H]. (4) Given the product [CH3:27][N:15]1[C:16]([C:23]([F:24])([F:25])[F:26])=[CH:17][C:18](=[O:20])[N:9]([C:6]2[CH:7]=[CH:8][C:3]([O:2][CH3:1])=[CH:4][CH:5]=2)[C:10]1=[O:11], predict the reactants needed to synthesize it. The reactants are: [CH3:1][O:2][C:3]1[CH:8]=[CH:7][C:6]([NH:9][C:10](=O)[O:11]CC)=[CH:5][CH:4]=1.[NH2:15][C:16]([C:23]([F:26])([F:25])[F:24])=[CH:17][C:18]([O:20]CC)=O.[C:27](=O)([O-])[O-].[K+].[K+].CI. (5) Given the product [NH2:26][C:17]1[CH:18]=[C:19]([C:22]([F:24])([F:23])[F:25])[CH:20]=[CH:21][C:16]=1[S:13]([NH:12][C:9]1[CH:10]=[CH:11][C:2]([Cl:1])=[C:3]2[C:8]=1[N:7]=[CH:6][CH:5]=[CH:4]2)(=[O:14])=[O:15], predict the reactants needed to synthesize it. The reactants are: [Cl:1][C:2]1[CH:11]=[CH:10][C:9]([NH:12][S:13]([C:16]2[CH:21]=[CH:20][C:19]([C:22]([F:25])([F:24])[F:23])=[CH:18][C:17]=2[N+:26]([O-])=O)(=[O:15])=[O:14])=[C:8]2[C:3]=1[CH:4]=[CH:5][CH:6]=[N:7]2.Cl[Sn]Cl. (6) Given the product [F:16][C:17]([F:36])([F:35])[S:18]([O:13][C:4]1[CH:5]=[C:6]2[C:10](=[C:2]([F:1])[CH:3]=1)[C:9]([CH3:11])([CH3:12])[CH2:8][CH2:7]2)(=[O:20])=[O:19], predict the reactants needed to synthesize it. The reactants are: [F:1][C:2]1[CH:3]=[C:4]([OH:13])[CH:5]=[C:6]2[C:10]=1[C:9]([CH3:12])([CH3:11])[CH2:8][CH2:7]2.[H-].[Na+].[F:16][C:17]([F:36])([F:35])[S:18](N(C1C=CC=CC=1)[S:18]([C:17]([F:36])([F:35])[F:16])(=[O:20])=[O:19])(=[O:20])=[O:19]. (7) Given the product [N:17]1[CH:35]=[CH:34][CH:33]=[N:18][C:16]=1[C:15]1[CH:14]=[C:13]([CH:21]=[CH:20][CH:19]=1)[CH2:12][N:11]1[C:6](=[O:5])[CH:7]=[CH:8][C:9]([C:22]2[CH:23]=[C:24]([F:30])[C:25]([F:29])=[C:26]([F:28])[CH:27]=2)=[N:10]1, predict the reactants needed to synthesize it. The reactants are: C([O-])(=O)C.[O:5]=[C:6]1[N:11]([CH2:12][C:13]2[CH:14]=[C:15]([CH:19]=[CH:20][CH:21]=2)[C:16]([NH2:18])=[NH2+:17])[N:10]=[C:9]([C:22]2[CH:27]=[C:26]([F:28])[C:25]([F:29])=[C:24]([F:30])[CH:23]=2)[CH:8]=[CH:7]1.CO[CH:33](OC)[CH2:34][CH:35](OC)OC. (8) Given the product [CH:26]1([CH2:25][C:6]2([CH3:7])[N:2]([CH3:1])[C:3](=[O:21])[N:4]([CH2:9][C:10]3([C:15]4[CH:16]=[CH:17][CH:18]=[CH:19][CH:20]=4)[O:11][CH2:12][CH2:13][O:14]3)[C:5]2=[O:8])[CH2:24][CH2:23]1, predict the reactants needed to synthesize it. The reactants are: [CH3:1][N:2]1[CH:6]([CH3:7])[C:5](=[O:8])[N:4]([CH2:9][C:10]2([C:15]3[CH:20]=[CH:19][CH:18]=[CH:17][CH:16]=3)[O:14][CH2:13][CH2:12][O:11]2)[C:3]1=[O:21].Br[CH2:23][CH:24]1[CH2:26][CH2:25]1.